Dataset: hERG Central: cardiac toxicity at 1µM, 10µM, and general inhibition. Task: Predict hERG channel inhibition at various concentrations. (1) Results: hERG_inhib (hERG inhibition (general)): blocker. The molecule is Cc1ccc2c(c1)nnn2C1CCN(CC(=O)Nc2ccc(F)cc2)CC1. (2) The compound is CC(=O)N1CCC2(CC1)CC(=O)c1cc(Cl)ccc1O2. Results: hERG_inhib (hERG inhibition (general)): blocker.